Predict the reactants needed to synthesize the given product. From a dataset of Full USPTO retrosynthesis dataset with 1.9M reactions from patents (1976-2016). Given the product [CH:1]1([O:7][CH2:8][CH:9]2[CH2:14][CH:13]([C:15]([O:17][CH3:18])=[O:16])[CH2:12][CH2:11][N:10]2[C:28]([O:29][CH3:30])=[O:31])[CH2:6][CH2:5][CH2:4][CH2:3][CH2:2]1, predict the reactants needed to synthesize it. The reactants are: [CH:1]1([O:7][CH2:8][CH:9]2[CH2:14][CH:13]([C:15]([O:17][CH3:18])=[O:16])[CH2:12][CH2:11][NH:10]2)[CH2:6][CH2:5][CH2:4][CH2:3][CH2:2]1.CCN(C(C)C)C(C)C.[C:28](Cl)(=[O:31])[O:29][CH3:30].[NH4+].[Cl-].